Dataset: Full USPTO retrosynthesis dataset with 1.9M reactions from patents (1976-2016). Task: Predict the reactants needed to synthesize the given product. (1) Given the product [O:3]1[C:7]2[CH:8]=[CH:9][CH:10]=[C:11]([CH:12]3[CH2:17][CH2:16][N:15]([CH2:18][CH2:19][C@H:20]4[CH2:21][CH2:22][C@H:23]([NH:26][C:33](=[O:34])[CH2:32][CH:28]5[CH2:29][CH2:30][CH2:31][O:27]5)[CH2:24][CH2:25]4)[CH2:14][CH2:13]3)[C:6]=2[CH2:5][CH2:4]1, predict the reactants needed to synthesize it. The reactants are: Cl.Cl.[O:3]1[C:7]2[CH:8]=[CH:9][CH:10]=[C:11]([CH:12]3[CH2:17][CH2:16][N:15]([CH2:18][CH2:19][C@H:20]4[CH2:25][CH2:24][C@H:23]([NH2:26])[CH2:22][CH2:21]4)[CH2:14][CH2:13]3)[C:6]=2[CH2:5][CH2:4]1.[O:27]1[CH2:31][CH2:30][CH2:29][CH:28]1[CH2:32][C:33](O)=[O:34]. (2) Given the product [Cl:1][C:2]1[CH:3]=[CH:4][C:5]([OH:13])=[C:6]([CH2:8][S:9]([NH2:12])(=[O:11])=[O:10])[CH:7]=1, predict the reactants needed to synthesize it. The reactants are: [Cl:1][C:2]1[CH:3]=[CH:4][C:5]([O:13]C)=[C:6]([CH2:8][S:9]([NH2:12])(=[O:11])=[O:10])[CH:7]=1.B(Br)(Br)Br. (3) Given the product [CH2:13]([O:12][C:10]([CH2:9][CH2:8][CH2:7][O:6][C:5]1[CH:4]=[C:3]2[C:2](=[CH:16][CH:15]=1)[N:1]=[C:20]([CH3:21])[CH:19]=[C:18]2[OH:24])=[O:11])[CH3:14], predict the reactants needed to synthesize it. The reactants are: [NH2:1][C:2]1[CH:16]=[CH:15][C:5]([O:6][CH2:7][CH2:8][CH2:9][C:10]([O:12][CH2:13][CH3:14])=[O:11])=[CH:4][CH:3]=1.Cl.[C:18]1([O:24]C2C=CC=CC=2)C=C[CH:21]=[CH:20][CH:19]=1. (4) Given the product [C:37]([S:41]([NH:44][C:23]([C:22]1[CH:21]=[N:20][N:17]2[CH:18]=[CH:19][C:14]([N:10]3[CH2:11][CH2:12][CH2:13][C@@H:9]3[C:3]3[CH:4]=[C:5]([F:8])[CH:6]=[CH:7][C:2]=3[F:1])=[CH:15][C:16]=12)=[O:24])(=[O:43])=[O:42])([CH3:40])([CH3:39])[CH3:38], predict the reactants needed to synthesize it. The reactants are: [F:1][C:2]1[CH:7]=[CH:6][C:5]([F:8])=[CH:4][C:3]=1[C@H:9]1[CH2:13][CH2:12][CH2:11][N:10]1[C:14]1[CH:19]=[CH:18][N:17]2[N:20]=[CH:21][C:22]([C:23](O)=[O:24])=[C:16]2[CH:15]=1.CCN=C=NCCCN(C)C.[C:37]([S:41]([NH2:44])(=[O:43])=[O:42])([CH3:40])([CH3:39])[CH3:38]. (5) Given the product [Cl:1][C:2]1[C:3](=[O:21])[N:4]([C:14]2[CH:15]=[CH:16][C:17]([Cl:20])=[CH:18][CH:19]=2)[N:5]=[CH:6][C:7]=1[N:8]1[CH2:9][CH2:10][N:11]([S:23]([CH3:22])(=[O:25])=[O:24])[CH2:12][CH2:13]1, predict the reactants needed to synthesize it. The reactants are: [Cl:1][C:2]1[C:3](=[O:21])[N:4]([C:14]2[CH:19]=[CH:18][C:17]([Cl:20])=[CH:16][CH:15]=2)[N:5]=[CH:6][C:7]=1[N:8]1[CH2:13][CH2:12][NH:11][CH2:10][CH2:9]1.[CH3:22][S:23](Cl)(=[O:25])=[O:24]. (6) Given the product [I:33][C:6]1[CH:11]=[CH:10][C:9]([CH:12]=[CH:13][C:14]([C:16]2[CH:21]=[CH:20][C:19]([N:22]([CH3:24])[CH3:23])=[CH:18][CH:17]=2)=[O:15])=[CH:8][CH:7]=1, predict the reactants needed to synthesize it. The reactants are: C([Sn](CCCC)(CCCC)[C:6]1[CH:11]=[CH:10][C:9]([CH:12]=[CH:13][C:14]([C:16]2[CH:21]=[CH:20][C:19]([N:22]([CH3:24])[CH3:23])=[CH:18][CH:17]=2)=[O:15])=[CH:8][CH:7]=1)CCC.[I:33]I.S([O-])([O-])=O.[Na+].[Na+]. (7) Given the product [OH:1][CH2:2][CH2:3][CH2:4][CH2:5][C:6]1[CH:7]=[CH:8][C:9]([CH2:10][N:11]2[C:19](=[O:20])[C:18]3[C:13](=[CH:14][CH:15]=[CH:16][CH:17]=3)[C:12]2=[O:21])=[CH:22][CH:23]=1, predict the reactants needed to synthesize it. The reactants are: [OH:1][CH2:2][CH2:3][C:4]#[C:5][C:6]1[CH:23]=[CH:22][C:9]([CH2:10][N:11]2[C:19](=[O:20])[C:18]3[C:13](=[CH:14][CH:15]=[CH:16][CH:17]=3)[C:12]2=[O:21])=[CH:8][CH:7]=1.[H][H].